From a dataset of Forward reaction prediction with 1.9M reactions from USPTO patents (1976-2016). Predict the product of the given reaction. (1) Given the reactants [C:1](C1NC=CN=1)(C1NC=CN=1)=[O:2].[CH3:13][O:14][C:15]1[CH:52]=[CH:51][C:18]([CH2:19][N:20]([CH2:42][C:43]2[CH:48]=[CH:47][C:46]([O:49][CH3:50])=[CH:45][CH:44]=2)[C:21]2[C:26]([NH2:27])=[C:25]([NH:28][CH2:29][CH2:30][C:31]3[CH:36]=[CH:35][CH:34]=[CH:33][CH:32]=3)[CH:24]=[C:23]([CH2:37][CH2:38][CH2:39][CH2:40][CH3:41])[N:22]=2)=[CH:17][CH:16]=1, predict the reaction product. The product is: [CH3:50][O:49][C:46]1[CH:47]=[CH:48][C:43]([CH2:42][N:20]([CH2:19][C:18]2[CH:17]=[CH:16][C:15]([O:14][CH3:13])=[CH:52][CH:51]=2)[C:21]2[C:26]3[N:27]=[C:1]([OH:2])[N:28]([CH2:29][CH2:30][C:31]4[CH:36]=[CH:35][CH:34]=[CH:33][CH:32]=4)[C:25]=3[CH:24]=[C:23]([CH2:37][CH2:38][CH2:39][CH2:40][CH3:41])[N:22]=2)=[CH:44][CH:45]=1. (2) Given the reactants [CH:1]([N:4]1[CH:8]=[C:7]([C:9]2[C:10]([NH2:25])=[N:11][CH:12]=[C:13]([C:15]3[CH:16]=[C:17]4[C:21](=[CH:22][CH:23]=3)[N:20]([CH3:24])[CH:19]=[CH:18]4)[N:14]=2)[N:6]=[N:5]1)([CH3:3])[CH3:2].C([SiH](CC)CC)C.C([O-])(O)=O.[Na+], predict the reaction product. The product is: [CH:1]([N:4]1[CH:8]=[C:7]([C:9]2[C:10]([NH2:25])=[N:11][CH:12]=[C:13]([C:15]3[CH:16]=[C:17]4[C:21](=[CH:22][CH:23]=3)[N:20]([CH3:24])[CH2:19][CH2:18]4)[N:14]=2)[N:6]=[N:5]1)([CH3:3])[CH3:2].